Dataset: Full USPTO retrosynthesis dataset with 1.9M reactions from patents (1976-2016). Task: Predict the reactants needed to synthesize the given product. (1) Given the product [N:1]1([C:6]([C:8]2[S:12][C:11]([C:13]3[CH:21]=[CH:20][C:16]([C:17]([N:53]4[CH2:57][CH2:56][CH2:55][C@H:54]4[CH2:58][N:59]4[CH2:63][CH2:62][CH2:61][CH2:60]4)=[O:18])=[CH:15][CH:14]=3)=[CH:10][CH:9]=2)=[O:7])[CH2:2][CH2:3][CH2:4][CH2:5]1, predict the reactants needed to synthesize it. The reactants are: [N:1]1([C:6]([C:8]2[S:12][C:11]([C:13]3[CH:21]=[CH:20][C:16]([C:17](O)=[O:18])=[CH:15][CH:14]=3)=[CH:10][CH:9]=2)=[O:7])[CH2:5][CH2:4][CH2:3][CH2:2]1.CCN=C=NCCCN(C)C.Cl.C1C=CC2N(O)N=NC=2C=1.CCN(C(C)C)C(C)C.[NH:53]1[CH2:57][CH2:56][CH2:55][C@H:54]1[CH2:58][N:59]1[CH2:63][CH2:62][CH2:61][CH2:60]1. (2) Given the product [CH3:2][CH2:1][O:3][C:4]([CH:5]1[C:9]([OH:11])([CH3:10])[CH2:8][CH2:7][N:6]1[C:12]([O:14][C:15]([CH3:18])([CH3:17])[CH3:16])=[O:13])=[O:19], predict the reactants needed to synthesize it. The reactants are: [CH2:1]([O:3][C:4](=[O:19])[CH2:5][N:6]([C:12]([O:14][C:15]([CH3:18])([CH3:17])[CH3:16])=[O:13])[CH2:7][CH2:8][C:9](=[O:11])[CH3:10])[CH3:2].CC(C)([O-])C.[K+]. (3) The reactants are: C([O:8][CH2:9][CH2:10][CH2:11][C@@H:12]1[CH2:16][CH2:15][N:14]([C:17]2[CH:18]=[N:19][CH:20]=[C:21]([O:23][CH2:24][C@@H:25]3[CH2:29][CH2:28][CH2:27][N:26]3C(OC(C)(C)C)=O)[CH:22]=2)[CH2:13]1)C1C=CC=CC=1. Given the product [NH:26]1[CH2:27][CH2:28][CH2:29][C@H:25]1[CH2:24][O:23][C:21]1[CH:22]=[C:17]([N:14]2[CH2:15][CH2:16][C@H:12]([CH2:11][CH2:10][CH2:9][OH:8])[CH2:13]2)[CH:18]=[N:19][CH:20]=1, predict the reactants needed to synthesize it.